From a dataset of Reaction yield outcomes from USPTO patents with 853,638 reactions. Predict the reaction yield, written as a fraction of the theoretical maximum amount of product (1.0 means a 100% yield; for example, 0.34 means a 34% yield). The reactants are [N+:1]([C:4]1[CH:9]=[CH:8][C:7]([C:10]2[N:14]=[CH:13][N:12]([C:15]3[CH:20]=[CH:19][C:18]([C:21]([F:24])([F:23])[F:22])=[CH:17][CH:16]=3)[N:11]=2)=[CH:6][CH:5]=1)([O-])=O. The catalyst is C(O)(=O)C.O.[Fe]. The product is [F:24][C:21]([F:22])([F:23])[C:18]1[CH:17]=[CH:16][C:15]([N:12]2[CH:13]=[N:14][C:10]([C:7]3[CH:8]=[CH:9][C:4]([NH2:1])=[CH:5][CH:6]=3)=[N:11]2)=[CH:20][CH:19]=1. The yield is 0.740.